Predict the product of the given reaction. From a dataset of Forward reaction prediction with 1.9M reactions from USPTO patents (1976-2016). (1) Given the reactants [CH3:1][O:2][C:3]1[CH:4]=[CH:5][C:6]([Br:11])=[C:7]([CH:10]=1)[CH2:8]Br.[C-:12]#[N:13].[Na+].[Br-], predict the reaction product. The product is: [CH3:1][O:2][C:3]1[CH:4]=[CH:5][C:6]([Br:11])=[C:7]([CH2:8][C:12]#[N:13])[CH:10]=1. (2) Given the reactants [CH2:1]([O:3][C:4]([C:6]1[CH:10]=[C:9]([CH2:11][CH2:12][CH3:13])[NH:8][N:7]=1)=[O:5])[CH3:2].[O-][Cl:15].[Na+], predict the reaction product. The product is: [CH2:1]([O:3][C:4]([C:6]1[C:10]([Cl:15])=[C:9]([CH2:11][CH2:12][CH3:13])[NH:8][N:7]=1)=[O:5])[CH3:2]. (3) Given the reactants [NH2:1][C:2]1[N:7]([CH3:8])[C:6](=[O:9])[C:5]([CH3:11])([CH3:10])[C@:4]([C:13]2[CH:18]=[C:17]([NH2:19])[CH:16]=[CH:15][C:14]=2[F:20])([CH3:12])[N:3]=1.O=[C:22]1[CH2:26][CH2:25][CH2:24][CH:23]1[C:27]#[N:28].[B][B][B][B][B][B][B][B][B][B], predict the reaction product. The product is: [NH2:1][C:2]1[N:7]([CH3:8])[C:6](=[O:9])[C:5]([CH3:10])([CH3:11])[C@:4]([C:13]2[CH:18]=[C:17]([NH:19][CH:22]3[CH2:26][CH2:25][CH2:24][CH:23]3[C:27]#[N:28])[CH:16]=[CH:15][C:14]=2[F:20])([CH3:12])[N:3]=1. (4) Given the reactants [C:1]1([C:7]2[CH:8]=[CH:9][C:10]3[S:14][C:13]4[C:15](=O)[CH2:16][CH2:17][CH2:18][C:12]=4[C:11]=3[CH:20]=2)[CH:6]=[CH:5][CH:4]=[CH:3][CH:2]=1.C([O-])(=O)C.[NH4+].[BH3-]C#[N:28].[Na+], predict the reaction product. The product is: [C:1]1([C:7]2[CH:8]=[CH:9][C:10]3[S:14][C:13]4[CH:15]([NH2:28])[CH2:16][CH2:17][CH2:18][C:12]=4[C:11]=3[CH:20]=2)[CH:6]=[CH:5][CH:4]=[CH:3][CH:2]=1. (5) Given the reactants [Cl:1][C:2]1[C:7]([CH2:8][OH:9])=[CH:6][CH:5]=[CH:4][N:3]=1.N1C=CN=C1.[CH3:15][C:16]([Si:19](Cl)([CH3:21])[CH3:20])([CH3:18])[CH3:17], predict the reaction product. The product is: [Si:19]([O:9][CH2:8][C:7]1[C:2]([Cl:1])=[N:3][CH:4]=[CH:5][CH:6]=1)([C:16]([CH3:18])([CH3:17])[CH3:15])([CH3:21])[CH3:20]. (6) Given the reactants [CH3:1][C:2]1[CH:9]=[C:8]([O:10][CH2:11][CH2:12][CH2:13][C:14]2[CH2:15][CH2:16][N:17]([CH3:20])[CH2:18][CH:19]=2)[CH:7]=[CH:6][C:3]=1[CH:4]=O.C[N:22]1CC=[C:25]([CH2:28][CH2:29][CH2:30]O)[CH2:24][CH2:23]1.N1C=CC=CC=1.C1(C)C=CC(S([Cl:47])(=O)=O)=CC=1.OC1C=CC(C=O)=C(C)C=1.C([O-])([O-])=O.[K+].[K+].C[N:66]([CH:68]=O)C, predict the reaction product. The product is: [Cl:47][C:25]1[CH:28]=[C:29]([CH3:30])[C:68]2[N:66]=[C:4]([C:3]3[CH:6]=[CH:7][C:8]([O:10][CH2:11][CH2:12][CH2:13][C:14]4[CH2:15][CH2:16][N:17]([CH3:20])[CH2:18][CH:19]=4)=[CH:9][C:2]=3[CH3:1])[NH:22][C:23]=2[CH:24]=1. (7) Given the reactants C(N(CC)CC)C.Cl.[CH3:9][N:10]1[CH2:15][CH2:14][N:13]([C:16]2[CH:21]=[C:20]([C:22]3[CH:31]=[C:30]4[C:25]([CH2:26][CH2:27][NH:28][CH2:29]4)=[CH:24][CH:23]=3)[N:19]=[C:18]([NH2:32])[N:17]=2)[CH2:12][CH2:11]1.[CH:33]1([CH2:38][C:39](O)=[O:40])[CH2:37][CH2:36][CH2:35][CH2:34]1.F[P-](F)(F)(F)(F)F.N1(O[P+](N(C)C)(N(C)C)N(C)C)C2C=CC=CC=2N=N1, predict the reaction product. The product is: [CH:33]1([CH2:38][C:39]([N:28]2[CH2:27][CH2:26][C:25]3[C:30](=[CH:31][C:22]([C:20]4[CH:21]=[C:16]([N:13]5[CH2:12][CH2:11][N:10]([CH3:9])[CH2:15][CH2:14]5)[N:17]=[C:18]([NH2:32])[N:19]=4)=[CH:23][CH:24]=3)[CH2:29]2)=[O:40])[CH2:37][CH2:36][CH2:35][CH2:34]1.